The task is: Predict the reactants needed to synthesize the given product.. This data is from Full USPTO retrosynthesis dataset with 1.9M reactions from patents (1976-2016). (1) Given the product [CH2:38]([C:40]1[CH:47]=[CH:46][C:43]([CH2:44][NH:45][C:31](=[O:33])[C:30]2[CH:34]=[CH:35][CH:36]=[N:37][C:29]=2[NH2:28])=[CH:42][CH:41]=1)[CH3:39], predict the reactants needed to synthesize it. The reactants are: CN([P+](ON1N=NC2C=CC=CC1=2)(N(C)C)N(C)C)C.F[P-](F)(F)(F)(F)F.[NH2:28][C:29]1[N:37]=[CH:36][CH:35]=[CH:34][C:30]=1[C:31]([OH:33])=O.[CH2:38]([C:40]1[CH:47]=[CH:46][C:43]([CH2:44][NH2:45])=[CH:42][CH:41]=1)[CH3:39].C(=O)(O)[O-].[Na+]. (2) Given the product [Br-:25].[O:28]=[C:27]([C:29]1[CH:34]=[CH:33][CH:32]=[CH:31][CH:30]=1)[CH2:26][N+:13]12[CH2:18][CH2:17][CH:16]([CH2:15][CH2:14]1)[C@@H:11]([O:10][C:8](=[O:9])[CH:7]([C:1]1[CH:6]=[CH:5][CH:4]=[CH:3][CH:2]=1)[NH:19][C:20]([O:22][CH:23]=[CH2:24])=[O:21])[CH2:12]2, predict the reactants needed to synthesize it. The reactants are: [C:1]1([CH:7]([NH:19][C:20]([O:22][CH:23]=[CH2:24])=[O:21])[C:8]([O:10][C@@H:11]2[CH:16]3[CH2:17][CH2:18][N:13]([CH2:14][CH2:15]3)[CH2:12]2)=[O:9])[CH:6]=[CH:5][CH:4]=[CH:3][CH:2]=1.[Br:25][CH2:26][C:27]([C:29]1[CH:34]=[CH:33][CH:32]=[CH:31][CH:30]=1)=[O:28]. (3) Given the product [Br:1][C:2]1[C:3]([F:12])=[C:4]([C:8]([Cl:11])=[CH:9][CH:10]=1)[C:5]([NH:19][C:20]1[N:24]([C:25]2[CH:30]=[CH:29][CH:28]=[CH:27][CH:26]=2)[N:23]=[C:22]([C:31]#[N:32])[CH:21]=1)=[O:7], predict the reactants needed to synthesize it. The reactants are: [Br:1][C:2]1[C:3]([F:12])=[C:4]([C:8]([Cl:11])=[CH:9][CH:10]=1)[C:5]([OH:7])=O.C(Cl)(=O)C(Cl)=O.[NH2:19][C:20]1[N:24]([C:25]2[CH:30]=[CH:29][CH:28]=[CH:27][CH:26]=2)[N:23]=[C:22]([C:31]#[N:32])[CH:21]=1.C(N(CC)CC)C.[OH-].[Na+]. (4) Given the product [CH3:13][C@H:7]([CH2:8][S:9]([CH3:12])(=[O:11])=[O:10])[C:6]([OH:14])=[O:5], predict the reactants needed to synthesize it. The reactants are: C([O:5][C:6](=[O:14])[C@H:7]([CH3:13])[CH2:8][S:9]([CH3:12])(=[O:11])=[O:10])(C)(C)C. (5) Given the product [CH:11]1([CH2:10][N:7]2[C:8](=[O:9])[C@@H:2]([NH:1][C:29](=[O:30])[CH2:28][C:27]([NH:26][CH2:25][CH2:24][C:23]([F:22])([F:37])[C:33]([F:36])([F:34])[F:35])=[O:32])[C:3]3[CH:21]=[CH:20][CH:19]=[CH:18][C:4]=3[C:5]3[CH:17]=[CH:16][CH:15]=[CH:14][C:6]2=3)[CH2:13][CH2:12]1, predict the reactants needed to synthesize it. The reactants are: [NH2:1][C@@H:2]1[C:8](=[O:9])[N:7]([CH2:10][CH:11]2[CH2:13][CH2:12]2)[C:6]2[CH:14]=[CH:15][CH:16]=[CH:17][C:5]=2[C:4]2[CH:18]=[CH:19][CH:20]=[CH:21][C:3]1=2.[F:22][C:23]([F:37])([C:33]([F:36])([F:35])[F:34])[CH2:24][CH2:25][NH:26][C:27](=[O:32])[CH2:28][C:29](O)=[O:30]. (6) Given the product [Br:1][C:2]1[C:10]([F:11])=[CH:9][C:5]([C:6]([NH2:15])=[O:7])=[C:4]([Cl:12])[CH:3]=1, predict the reactants needed to synthesize it. The reactants are: [Br:1][C:2]1[C:10]([F:11])=[CH:9][C:5]([C:6](O)=[O:7])=[C:4]([Cl:12])[CH:3]=1.CC[N:15]=C=NCCCN(C)C.Cl. (7) Given the product [F:3][C:4]([F:8])([F:7])[CH2:5][O:6][C:10]1[N:15]=[N:14][C:13]([C:16]([O:18][CH3:19])=[O:17])=[CH:12][CH:11]=1, predict the reactants needed to synthesize it. The reactants are: [H-].[Na+].[F:3][C:4]([F:8])([F:7])[CH2:5][OH:6].Cl[C:10]1[N:15]=[N:14][C:13]([C:16]([O:18][CH3:19])=[O:17])=[CH:12][CH:11]=1.O. (8) Given the product [CH3:7][C:8]1[O:9][C:10]2[CH:16]=[C:15]([S:17]([N:1]3[CH2:6][CH2:5][CH2:4][CH2:3][CH2:2]3)(=[O:19])=[O:18])[CH:14]=[CH:13][C:11]=2[N:12]=1, predict the reactants needed to synthesize it. The reactants are: [NH:1]1[CH2:6][CH2:5][CH2:4][CH2:3][CH2:2]1.[CH3:7][C:8]1[O:9][C:10]2[CH:16]=[C:15]([S:17](Cl)(=[O:19])=[O:18])[CH:14]=[CH:13][C:11]=2[N:12]=1.